From a dataset of Full USPTO retrosynthesis dataset with 1.9M reactions from patents (1976-2016). Predict the reactants needed to synthesize the given product. (1) Given the product [CH3:15][C:12]1([CH3:14])[C:11]([CH3:16])([CH3:17])[O:10][B:9]([C:30]2[C:38]3[C:33](=[CH:34][C:35]([C:39]([F:41])([F:40])[F:42])=[CH:36][CH:37]=3)[N:32]([S:43]([C:46]3[CH:51]=[CH:50][C:49]([CH3:52])=[CH:48][CH:47]=3)(=[O:45])=[O:44])[CH:31]=2)[O:13]1, predict the reactants needed to synthesize it. The reactants are: [CH3:16][C:11]1([CH3:17])[C:12]([CH3:15])([CH3:14])[O:13][B:9]([B:9]2[O:13][C:12]([CH3:15])([CH3:14])[C:11]([CH3:17])([CH3:16])[O:10]2)[O:10]1.C([O-])(=O)C.[K+].O1CCCC1.Br[C:30]1[C:38]2[C:33](=[CH:34][C:35]([C:39]([F:42])([F:41])[F:40])=[CH:36][CH:37]=2)[N:32]([S:43]([C:46]2[CH:51]=[CH:50][C:49]([CH3:52])=[CH:48][CH:47]=2)(=[O:45])=[O:44])[CH:31]=1. (2) Given the product [C:10]([O:14][C:15]([NH:17][C@@H:18]1[C@@H:23]2[CH2:24][C@@H:20]([CH:21]=[CH:22]2)[C@@H:19]1[C:25]([OH:27])=[O:26])=[O:16])([CH3:13])([CH3:11])[CH3:12], predict the reactants needed to synthesize it. The reactants are: C1([C@H](N)C)C=CC=CC=1.[C:10]([O:14][C:15]([NH:17][C@@H:18]1[C@@H:23]2[CH2:24][C@@H:20]([CH:21]=[CH:22]2)[C@@H:19]1[C:25]([OH:27])=[O:26])=[O:16])([CH3:13])([CH3:12])[CH3:11].C(OCC)(=O)C.Cl. (3) Given the product [F:23][C:20]([F:21])([F:22])[C:17]1[CH:16]=[CH:15][C:14]([C:11]2[CH2:12][CH2:13][NH:8][CH2:9][CH:10]=2)=[CH:19][CH:18]=1, predict the reactants needed to synthesize it. The reactants are: C(OC([N:8]1[CH2:13][CH:12]=[C:11]([C:14]2[CH:19]=[CH:18][C:17]([C:20]([F:23])([F:22])[F:21])=[CH:16][CH:15]=2)[CH2:10][CH2:9]1)=O)(C)(C)C.FC(F)(F)C(O)=O. (4) Given the product [CH3:1][O:2][C:3]1[CH:4]=[C:5]2[C:9](=[CH:10][C:11]=1[O:12][CH3:13])[N:8]([CH2:14][C:15]([N:29]1[CH2:30][CH2:31][S:27][CH2:28]1)=[O:17])[CH:7]=[C:6]2[C:18]1[NH:26][C:21]2=[N:22][CH:23]=[CH:24][CH:25]=[C:20]2[CH:19]=1, predict the reactants needed to synthesize it. The reactants are: [CH3:1][O:2][C:3]1[CH:4]=[C:5]2[C:9](=[CH:10][C:11]=1[O:12][CH3:13])[N:8]([CH2:14][C:15]([OH:17])=O)[CH:7]=[C:6]2[C:18]1[NH:26][C:21]2=[N:22][CH:23]=[CH:24][CH:25]=[C:20]2[CH:19]=1.[S:27]1[CH2:31][CH2:30][NH:29][CH2:28]1.